This data is from Catalyst prediction with 721,799 reactions and 888 catalyst types from USPTO. The task is: Predict which catalyst facilitates the given reaction. (1) Reactant: [CH2:1]([N:3]1[CH2:8][CH2:7][N:6]([C:9]2[C:18]3[C:13](=[CH:14][CH:15]=[CH:16][CH:17]=3)[CH:12]=[C:11]([C:19]3[CH:24]=[CH:23][C:22]([CH:25]=O)=[CH:21][CH:20]=3)[N:10]=2)[CH2:5][CH2:4]1)[CH3:2].Cl.[NH2:28][OH:29].C([O-])(=O)C.[Na+]. Product: [CH2:1]([N:3]1[CH2:8][CH2:7][N:6]([C:9]2[C:18]3[C:13](=[CH:14][CH:15]=[CH:16][CH:17]=3)[CH:12]=[C:11]([C:19]3[CH:24]=[CH:23][C:22](/[CH:25]=[N:28]\[OH:29])=[CH:21][CH:20]=3)[N:10]=2)[CH2:5][CH2:4]1)[CH3:2].[CH2:1]([N:3]1[CH2:8][CH2:7][N:6]([C:9]2[C:18]3[C:13](=[CH:14][CH:15]=[CH:16][CH:17]=3)[CH:12]=[C:11]([C:19]3[CH:24]=[CH:23][C:22](/[CH:25]=[N:28]/[OH:29])=[CH:21][CH:20]=3)[N:10]=2)[CH2:5][CH2:4]1)[CH3:2]. The catalyst class is: 8. (2) Reactant: C(O)(C(F)(F)F)=O.[C:8]1([C:23]([O:25]C(C)(C)C)=[O:24])([C:16]([O:18]C(C)(C)C)=[O:17])[CH2:10][CH:9]1[C:11]([O:13][CH2:14][CH3:15])=[O:12]. Product: [CH2:14]([O:13][C:11]([CH:9]1[CH2:10][C:8]1([C:23]([OH:25])=[O:24])[C:16]([OH:18])=[O:17])=[O:12])[CH3:15]. The catalyst class is: 4.